Dataset: Full USPTO retrosynthesis dataset with 1.9M reactions from patents (1976-2016). Task: Predict the reactants needed to synthesize the given product. (1) Given the product [CH3:1][O:2][C:3]1[CH:14]=[C:13]2[C:6](=[CH:5][CH:4]=1)[NH:7][CH:8]=[C:9]2[CH2:10][CH2:11][NH:12][C:20]([CH:16]1[CH2:17][CH2:18][CH2:19][O:15]1)=[O:21], predict the reactants needed to synthesize it. The reactants are: [CH3:1][O:2][C:3]1[CH:14]=[C:13]2[C:6]([NH:7][CH:8]=[C:9]2[CH2:10][CH2:11][NH2:12])=[CH:5][CH:4]=1.[O:15]1[CH2:19][CH2:18][CH2:17][CH:16]1[C:20](Cl)=[O:21].C(OCC)(=O)C. (2) Given the product [NH2:5][C:9]1[CH:14]=[CH:13][C:12]([C:15]2[S:16][CH:17]=[CH:18][CH:19]=2)=[CH:11][C:10]=1[NH:20][C:21](=[O:22])[C:23]1[CH:24]=[CH:25][C:26]([CH2:29][N:30]2[CH2:35][CH2:34][Si:33]([CH3:36])([CH3:37])[CH2:32][CH2:31]2)=[CH:27][CH:28]=1, predict the reactants needed to synthesize it. The reactants are: CC([N:5]([C:9]1[CH:14]=[CH:13][C:12]([C:15]2[S:16][CH:17]=[CH:18][CH:19]=2)=[CH:11][C:10]=1[NH:20][C:21]([C:23]1[CH:28]=[CH:27][C:26]([CH2:29][N:30]2[CH2:35][CH2:34][Si:33]([CH3:37])([CH3:36])[CH2:32][CH2:31]2)=[CH:25][CH:24]=1)=[O:22])C(=O)[O-])(C)C.C(O)(C(F)(F)F)=O.